This data is from Forward reaction prediction with 1.9M reactions from USPTO patents (1976-2016). The task is: Predict the product of the given reaction. (1) Given the reactants [C:1]([O:5][C:6]([N:8]1[CH2:15][C@H:14]([OH:16])[CH2:13][C@@H:9]1[C:10]([OH:12])=O)=[O:7])([CH3:4])([CH3:3])[CH3:2].Cl.[CH:18]12[CH2:27][CH:22]3[CH2:23][CH:24]([CH2:26][CH:20]([CH2:21]3)[CH:19]1[NH2:28])[CH2:25]2.CN(C(ON1N=NC2C=CC=NC1=2)=[N+](C)C)C.F[P-](F)(F)(F)(F)F.C(N(CC)CC)C, predict the reaction product. The product is: [C:1]([O:5][C:6]([N:8]1[CH2:15][C@H:14]([OH:16])[CH2:13][C@@H:9]1[C:10]([NH:28][CH:19]1[CH:18]2[CH2:27][CH:22]3[CH2:23][CH:24]([CH2:26][CH:20]1[CH2:21]3)[CH2:25]2)=[O:12])=[O:7])([CH3:2])([CH3:3])[CH3:4]. (2) Given the reactants [CH3:1][C:2]1[N:7]=[C:6]([N:8]2[C:16]3[CH:15]=[CH:14][N:13]=[CH:12][C:11]=3[N:10]=[N:9]2)[CH:5]=[CH:4][CH:3]=1.[CH3:17]C1C(N2C3C=CN=CC=3N=N2)=NC=C(C)C=1.[F:34][C:35]1[C:43]([C:44]([F:47])([F:46])[F:45])=[CH:42][CH:41]=[CH:40][C:36]=1[C:37](Cl)=[O:38].ClC1C(C(F)(F)F)=CC=CC=1C(Cl)=O, predict the reaction product. The product is: [F:34][C:35]1[C:43]([C:44]([F:47])([F:46])[F:45])=[CH:42][CH:41]=[CH:40][C:36]=1[C:37]([N:13]1[CH2:14][CH2:15][C:16]2[N:8]([C:6]3[CH:5]=[CH:4][CH:3]=[C:2]([CH3:1])[N:7]=3)[N:9]=[N:10][C:11]=2[CH:12]1[CH3:17])=[O:38]. (3) Given the reactants [CH3:1][C:2]1[CH:7]=[C:6]([N+:8]([O-:10])=[O:9])[CH:5]=[C:4]([CH3:11])[C:3]=1[OH:12].N1C=CC=CC=1.[S:19](O[S:19]([C:22]([F:25])([F:24])[F:23])(=[O:21])=[O:20])([C:22]([F:25])([F:24])[F:23])(=[O:21])=[O:20], predict the reaction product. The product is: [F:23][C:22]([F:25])([F:24])[S:19]([O:12][C:3]1[C:2]([CH3:1])=[CH:7][C:6]([N+:8]([O-:10])=[O:9])=[CH:5][C:4]=1[CH3:11])(=[O:21])=[O:20]. (4) Given the reactants [C:1]([N:7]1[CH2:12][CH2:11][CH:10]([C:13](OCC)=[O:14])[CH2:9][CH2:8]1)(=O)[C:2]([CH3:5])([CH3:4])[CH3:3].[H-].[Al+3].[Li+].[H-].[H-].[H-], predict the reaction product. The product is: [CH2:1]([N:7]1[CH2:12][CH2:11][CH:10]([CH2:13][OH:14])[CH2:9][CH2:8]1)[C:2]([CH3:5])([CH3:4])[CH3:3]. (5) Given the reactants [H-].[Na+].[CH:3]([C:6]1[NH:10][CH:9]=[N:8][N:7]=1)([CH3:5])[CH3:4].[CH3:11][N:12]([CH3:17])[S:13](Cl)(=[O:15])=[O:14].[NH4+].[Cl-], predict the reaction product. The product is: [CH3:11][N:12]([CH3:17])[S:13]([N:8]1[CH2:9][NH:10][C:6]([CH:3]([CH3:5])[CH3:4])=[N:7]1)(=[O:15])=[O:14]. (6) Given the reactants [Cl:1][C:2]1[C:7]2[NH:8][CH:9]=[CH:10][C:6]=2[C:5]([C:11]([OH:13])=O)=[CH:4][N:3]=1.C(N1CCOCC1)C.[O:22]1[CH2:27][CH2:26][CH:25]([CH2:28][NH2:29])[CH2:24][CH2:23]1.O.ON1C2C=CC=CC=2N=N1.Cl.CN(C)CCCN=C=NCC, predict the reaction product. The product is: [O:22]1[CH2:27][CH2:26][CH:25]([CH2:28][NH:29][C:11]([C:5]2[C:6]3[CH:10]=[CH:9][NH:8][C:7]=3[C:2]([Cl:1])=[N:3][CH:4]=2)=[O:13])[CH2:24][CH2:23]1. (7) Given the reactants [CH3:1][C:2]1([CH3:16])[C@@H:4]([C:5]([O:7][CH3:8])=[O:6])[C@@H:3]1[CH:9]([OH:15])C(OO)(C)C, predict the reaction product. The product is: [CH3:1][C:2]1([CH3:16])[C@@H:4]([C:5]([O:7][CH3:8])=[O:6])[C@@H:3]1[CH:9]=[O:15]. (8) Given the reactants C(O)(=O)[C@H]([C@@H](C(O)=O)O)O.[C:11]([O:15][C:16]([N:18]1[CH2:23][CH2:22][NH:21][CH2:20][C@H:19]1[C:24]([O:26][CH2:27][CH3:28])=[O:25])=[O:17])([CH3:14])([CH3:13])[CH3:12].C(=O)(O)[O-].[Na+].Cl[C:35]([O:37][CH2:38][C:39]1[CH:44]=[CH:43][CH:42]=[CH:41][CH:40]=1)=[O:36].[Cl-].[Na+], predict the reaction product. The product is: [C:11]([O:15][C:16]([N:18]1[CH2:23][CH2:22][N:21]([C:35]([O:37][CH2:38][C:39]2[CH:44]=[CH:43][CH:42]=[CH:41][CH:40]=2)=[O:36])[CH2:20][C@H:19]1[C:24]([O:26][CH2:27][CH3:28])=[O:25])=[O:17])([CH3:14])([CH3:13])[CH3:12]. (9) Given the reactants Br[CH2:2][CH2:3][CH2:4][O:5][C:6]1[CH:7]=[CH:8][C:9]2[O:14][CH2:13][C:12](=[O:15])[NH:11][C:10]=2[CH:16]=1.[CH3:17][NH2:18], predict the reaction product. The product is: [CH3:17][NH:18][CH2:2][CH2:3][CH2:4][O:5][C:6]1[CH:7]=[CH:8][C:9]2[O:14][CH2:13][C:12](=[O:15])[NH:11][C:10]=2[CH:16]=1.